This data is from Forward reaction prediction with 1.9M reactions from USPTO patents (1976-2016). The task is: Predict the product of the given reaction. Given the reactants [CH3:1][N:2]1[C:6]2[CH:7]=[CH:8][C:9]([N:11]3[CH:16]=[C:15]([C:17]([O:19][CH2:20][CH3:21])=[O:18])[C:14](=[O:22])[NH:13][C:12]3=[O:23])=[CH:10][C:5]=2[S:4][C:3]1=[O:24].[F:25][C:26]([F:38])([F:37])[C:27]1[CH:35]=[CH:34][CH:33]=[C:32]2[C:28]=1[CH2:29][CH2:30][C@@H:31]2O.C1(P(C2C=CC=CC=2)C2C=CC=CC=2)C=CC=CC=1.N(C(OC(C)C)=O)=NC(OC(C)C)=O, predict the reaction product. The product is: [CH3:1][N:2]1[C:6]2[CH:7]=[CH:8][C:9]([N:11]3[CH:16]=[C:15]([C:17]([O:19][CH2:20][CH3:21])=[O:18])[C:14](=[O:22])[N:13]([C@H:31]4[C:32]5[C:28](=[C:27]([C:26]([F:25])([F:37])[F:38])[CH:35]=[CH:34][CH:33]=5)[CH2:29][CH2:30]4)[C:12]3=[O:23])=[CH:10][C:5]=2[S:4][C:3]1=[O:24].